This data is from Catalyst prediction with 721,799 reactions and 888 catalyst types from USPTO. The task is: Predict which catalyst facilitates the given reaction. (1) Reactant: [F:1][C:2]1[CH:7]=[C:6]([CH:8]=[O:9])[CH:5]=[C:4]([F:10])[C:3]=1[C:11]1[CH:12]=[CH:13][CH:14]=[C:15]2[C:20]=1[CH:19]=[C:18]([C:21]([O:23][CH3:24])=[O:22])[CH:17]=[CH:16]2.[BH4-].[Na+].C1COCC1.CO. Product: [F:1][C:2]1[CH:7]=[C:6]([CH2:8][OH:9])[CH:5]=[C:4]([F:10])[C:3]=1[C:11]1[CH:12]=[CH:13][CH:14]=[C:15]2[C:20]=1[CH:19]=[C:18]([C:21]([O:23][CH3:24])=[O:22])[CH:17]=[CH:16]2. The catalyst class is: 6. (2) Product: [F:3][C:4]1[CH:5]=[CH:6][C:7]([C:28]2[C:33]([CH3:34])=[CH:32][C:31]([O:35][CH2:36][CH2:37][C:38]([OH:41])([CH3:39])[CH3:40])=[CH:30][C:29]=2[CH3:42])=[C:8]2[C:12]=1[C@H:11]([O:13][C:14]1[CH:27]=[CH:26][C:17]3[C@H:18]([CH2:21][C:22]([OH:24])=[O:23])[CH2:19][O:20][C:16]=3[CH:15]=1)[CH2:10][CH2:9]2. Reactant: [OH-].[Na+].[F:3][C:4]1[CH:5]=[CH:6][C:7]([C:28]2[C:33]([CH3:34])=[CH:32][C:31]([O:35][CH2:36][CH2:37][C:38]([OH:41])([CH3:40])[CH3:39])=[CH:30][C:29]=2[CH3:42])=[C:8]2[C:12]=1[C@H:11]([O:13][C:14]1[CH:27]=[CH:26][C:17]3[C@H:18]([CH2:21][C:22]([O:24]C)=[O:23])[CH2:19][O:20][C:16]=3[CH:15]=1)[CH2:10][CH2:9]2. The catalyst class is: 5.